Regression. Given a peptide amino acid sequence and an MHC pseudo amino acid sequence, predict their binding affinity value. This is MHC class II binding data. From a dataset of Peptide-MHC class II binding affinity with 134,281 pairs from IEDB. (1) The peptide sequence is PTRVVNWEVIIMDEA. The MHC is DRB5_0101 with pseudo-sequence DRB5_0101. The binding affinity (normalized) is 0.490. (2) The peptide sequence is QEPFKNLKTGKYAKM. The MHC is DRB1_0701 with pseudo-sequence DRB1_0701. The binding affinity (normalized) is 0.193. (3) The peptide sequence is DSIPNKEHIPIRNGG. The MHC is DRB1_0101 with pseudo-sequence DRB1_0101. The binding affinity (normalized) is 0.0176. (4) The peptide sequence is YDKRLANVSTVLTGK. The MHC is DRB1_1602 with pseudo-sequence DRB1_1602. The binding affinity (normalized) is 0.617. (5) The peptide sequence is LLIDVVTYLVALIPE. The MHC is DRB4_0101 with pseudo-sequence DRB4_0103. The binding affinity (normalized) is 0.320. (6) The peptide sequence is SLSELTDALRTLGST. The MHC is DRB3_0202 with pseudo-sequence DRB3_0202. The binding affinity (normalized) is 0.0377. (7) The peptide sequence is ESYKFIPALEAAVKQAYAAT. The MHC is DRB1_1602 with pseudo-sequence DRB1_1602. The binding affinity (normalized) is 0.943. (8) The peptide sequence is WMTGRMGERQLQKIE. The MHC is DRB4_0103 with pseudo-sequence DRB4_0103. The binding affinity (normalized) is 0.532. (9) The peptide sequence is IVDRQWAQDLTLPWQ. The MHC is DRB1_0901 with pseudo-sequence DRB1_0901. The binding affinity (normalized) is 0.409.